This data is from CYP3A4 inhibition data for predicting drug metabolism from PubChem BioAssay. The task is: Regression/Classification. Given a drug SMILES string, predict its absorption, distribution, metabolism, or excretion properties. Task type varies by dataset: regression for continuous measurements (e.g., permeability, clearance, half-life) or binary classification for categorical outcomes (e.g., BBB penetration, CYP inhibition). Dataset: cyp3a4_veith. (1) The compound is O=C(c1cc(-c2ccncc2)nc2ccccc12)N1CCN(c2ccc(N3CCOCC3)nn2)CC1. The result is 1 (inhibitor). (2) The drug is O=C(Cn1cnc([N+](=O)[O-])n1)N/N=C/c1ccccc1O. The result is 0 (non-inhibitor). (3) The compound is CO/N=C(\C(=O)N[C@@H]1C(=O)N2C(C(=O)[O-])=C(C[N+]3(C)CCCC3)CS[C@@H]12)c1csc(N)n1.Cl.O. The result is 0 (non-inhibitor). (4) The molecule is COc1ccccc1NC(=O)CN1CCN(C2c3ccccc3-c3ccccc32)CC1. The result is 1 (inhibitor). (5) The compound is COc1cc(NC(=O)c2c(F)cccc2F)nc(OC)n1. The result is 0 (non-inhibitor). (6) The compound is COc1ccc(C[C@@H]2C(=O)N[C@H](C)C(=O)N(C)[C@@H]3C(=O)N(C)[C@@H](Cc4ccc(O)c(c4)Oc4ccc(cc4)[C@H]3O)C(=O)N[C@@H](C)C(=O)N[C@H](C)C(=O)N2C)cc1. The result is 1 (inhibitor). (7) The molecule is CC1(COc2ccc(C[C@H]3SC(=O)NC3=O)cc2)CCCCC1. The result is 1 (inhibitor). (8) The molecule is CNCCCc1ccccc1.Cl. The result is 0 (non-inhibitor).